From a dataset of Reaction yield outcomes from USPTO patents with 853,638 reactions. Predict the reaction yield, written as a fraction of the theoretical maximum amount of product (1.0 means a 100% yield; for example, 0.34 means a 34% yield). The reactants are [Cl:1][C:2]1[CH:8]=[CH:7][C:5]([NH2:6])=[CH:4][C:3]=1[CH3:9].Cl.[N:11]([O-])=O.[Na+].[F:15][B-:16]([F:19])([F:18])[F:17].[Na+]. The catalyst is O. The product is [F:15][B-:16]([F:19])([F:18])[F:17].[Cl:1][C:2]1[CH:8]=[CH:7][C:5]([N+:6]#[N:11])=[CH:4][C:3]=1[CH3:9]. The yield is 0.950.